Dataset: Drug-target binding data from BindingDB using IC50 measurements. Task: Regression. Given a target protein amino acid sequence and a drug SMILES string, predict the binding affinity score between them. We predict pIC50 (pIC50 = -log10(IC50 in M); higher means more potent). Dataset: bindingdb_ic50. (1) The drug is COc1ccc2c(c1)[nH]c1c(N3CCN(CCc4ccc(F)c(F)c4)CC3)ncnc12. The target protein (P21447) has sequence MELEEDLKGRADKNFSKMGKKSKKEKKEKKPAVSVLTMFRYAGWLDRLYMLVGTLAAIIHGVALPLMMLIFGDMTDSFASVGNVSKNSTNMSEADKRAMFAKLEEEMTTYAYYYTGIGAGVLIVAYIQVSFWCLAAGRQIHKIRQKFFHAIMNQEIGWFDVHDVGELNTRLTDDVSKINEGIGDKIGMFFQAMATFFGGFIIGFTRGWKLTLVILAISPVLGLSAGIWAKILSSFTDKELHAYAKAGAVAEEVLAAIRTVIAFGGQKKELERYNNNLEEAKRLGIKKAITANISMGAAFLLIYASYALAFWYGTSLVISKEYSIGQVLTVFFSVLIGAFSVGQASPNIEAFANARGAAYEVFKIIDNKPSIDSFSKSGHKPDNIQGNLEFKNIHFSYPSRKEVQILKGLNLKVKSGQTVALVGNSGCGKSTTVQLMQRLYDPLDGMVSIDGQDIRTINVRYLREIIGVVSQEPVLFATTIAENIRYGREDVTMDEIEKAV.... The pIC50 is 4.4. (2) The small molecule is Cn1nc(-c2ccc(Cl)cc2)s/c1=N\c1cccc(C#N)c1. The pIC50 is 5.2. The target protein (Q13946) has sequence MEVCYQLPVLPLDRPVPQHVLSRRGAISFSSSSALFGCPNPRQLSQRRGAISYDSSDQTALYIRMLGDVRVRSRAGFESERRGSHPYIDFRIFHSQSEIEVSVSARNIRRLLSFQRYLRSSRFFRGTAVSNSLNILDDDYNGQAKCMLEKVGNWNFDIFLFDRLTNGNSLVSLTFHLFSLHGLIEYFHLDMMKLRRFLVMIQEDYHSQNPYHNAVHAADVTQAMHCYLKEPKLANSVTPWDILLSLIAAATHDLDHPGVNQPFLIKTNHYLATLYKNTSVLENHHWRSAVGLLRESGLFSHLPLESRQQMETQIGALILATDISRQNEYLSLFRSHLDRGDLCLEDTRHRHLVLQMALKCADICNPCRTWELSKQWSEKVTEEFFHQGDIEKKYHLGVSPLCDRHTESIANIQIGFMTYLVEPLFTEWARFSNTRLSQTMLGHVGLNKASWKGLQREQSSSEDTDAAFELNSQLLPQENRLS. (3) The drug is CNC(=O)c1c([Se][Se]c2c(C(=O)NC)c3ccccc3n2C)n(C)c2ccccc12. The target protein (P00525) has sequence MGSSKSKPKDPSQRRCSLEPPDSTHHGGFPASQTPNKTAAPDTHRTPSRSFGTVATEPKLFGGFNTSDTVTSPQRAGALAGGVTTFVALYDYESRTETDLSFKKGERLQIVNNTEGDWWLAHSLTTGQTGYIPSNYVAPSDSIQAEEWYFGKITRRESERLLLNPENPRGTFLVRESETTKGAYCLSVSDFDNAKGLNVKHYKIRKLDSGGFYITSRTQFSSLQQLVAYYSKHADGLCHRLTNVCPTSKPQTQGLAKDAWEIPRESLRLEVKLGQGCFGEVWMGTWNGTTRVAIKTLKPGTMSPEAFLQEAQVMKKLRHEKLVQLYAVVSEEPIYIVTEYMSKGSLLDFLKGEMGKYLRLPQLVDMAAQIASGMAYVERMNYVHRDLRAANILVGENLVCKVADFGLARLIEDNEYTARQGAKFPIKWTAPEAALYGRFTIKSDVWSFGILLTELTTKGRVPYPGMGNGEVLDRVERGYRMPCPPECPESLHDLMCQCWR.... The pIC50 is 6.4. (4) The compound is C/C(=C\C(=O)Nc1ccccc1OCCCC(=O)O)c1ccc2c(ccn2C(c2ccc(F)cc2)c2ccc(F)cc2)c1. The target protein (P31214) has sequence MQIVCHQVPVLAGSATLATMGTLILCLGKPASYGKHTESVSSGVPFLPARIAWFLQELPSFVVSVGMLAWQPRSLFGPPGNVLLALFSAHYFHRTFIYSLLTRGRPFPAVLFLRATAFCIGNGLLQAYYLVYCAEYPEEWYTDVRFSFGVFLFILGMGINIHSDYTLRQLRKPGEVIYRIPRGGLFTYVSGANFLGEIIEWIGYALATWSVPAFAFAFFTLCFLGMQAFYHHRFYLKMFKDYPKSRKALIPFIF. The pIC50 is 6.7.